From a dataset of Full USPTO retrosynthesis dataset with 1.9M reactions from patents (1976-2016). Predict the reactants needed to synthesize the given product. (1) Given the product [OH:11][N:10]=[C:7]([C:3]1[N:2]([CH3:1])[CH:6]=[CH:5][N:4]=1)[NH2:8], predict the reactants needed to synthesize it. The reactants are: [CH3:1][N:2]1[CH:6]=[CH:5][N:4]=[C:3]1[C:7]#[N:8].Cl.[NH2:10][OH:11].C(N(CC)CC)C. (2) Given the product [CH3:1][C:2]1[CH:3]=[CH:4][N:5]2[C:10]=1[C:9](=[O:11])[N:8]([C:12]1[CH:13]=[CH:14][CH:15]=[CH:16][CH:17]=1)[C:7]([C@@H:18]([NH:20][C:21]1[C:22]3[C:29]([C:30]4[CH:31]=[C:32]([NH:36][S:37]([CH3:40])(=[O:39])=[O:38])[CH:33]=[N:34][CH:35]=4)=[CH:28][NH:27][C:23]=3[N:24]=[CH:25][N:26]=1)[CH3:19])=[N:6]2, predict the reactants needed to synthesize it. The reactants are: [CH3:1][C:2]1[CH:3]=[CH:4][N:5]2[C:10]=1[C:9](=[O:11])[N:8]([C:12]1[CH:17]=[CH:16][CH:15]=[CH:14][CH:13]=1)[C:7]([C@@H:18]([NH:20][C:21]1[C:22]3[C:29]([C:30]4[CH:31]=[C:32]([NH:36][S:37]([CH3:40])(=[O:39])=[O:38])[CH:33]=[N:34][CH:35]=4)=[CH:28][N:27](COCC[Si](C)(C)C)[C:23]=3[N:24]=[CH:25][N:26]=1)[CH3:19])=[N:6]2.FC(F)(F)C(O)=O.N. (3) Given the product [Br:1][C:2]1[CH:3]=[C:4]2[CH2:5][O:41][CH2:6][C:7]3([O:11][C:10](=[O:12])[N:9]([CH2:18][C:19]([N:21]([C@@H:30]([CH:35]4[CH2:37][CH2:36]4)[C:31]([F:34])([F:33])[F:32])[CH2:22][C:23]4[CH:28]=[CH:27][C:26]([F:29])=[CH:25][CH:24]=4)=[O:20])[C:8]3=[O:13])[C:14]2=[CH:15][CH:16]=1, predict the reactants needed to synthesize it. The reactants are: [Br:1][C:2]1[CH:3]=[C:4]2[C:14](=[CH:15][CH:16]=1)[C@:7]1([O:11][C:10](=[O:12])[NH:9][C:8]1=[O:13])[CH2:6][CH2:5]2.Br[CH2:18][C:19]([N:21]([C@@H:30]([CH:35]1[CH2:37][CH2:36]1)[C:31]([F:34])([F:33])[F:32])[CH2:22][C:23]1[CH:28]=[CH:27][C:26]([F:29])=[CH:25][CH:24]=1)=[O:20].BrCC(N(CC1C=CC(F)=CC=1)[C@@H](C)C(F)(F)F)=[O:41]. (4) Given the product [NH2:7][C@H:8]1[CH2:9][CH2:10][C@H:11]([CH2:14][NH:15][C:16]2[C:21]([Cl:22])=[CH:20][N:19]=[C:18]([NH:32][CH2:31][C:30]3[CH:33]=[CH:34][CH:35]=[CH:36][C:29]=3[O:28][C:27]([F:26])([F:37])[F:38])[N:17]=2)[CH2:12][CH2:13]1, predict the reactants needed to synthesize it. The reactants are: C(OC(=O)[NH:7][CH:8]1[CH2:13][CH2:12][CH:11]([CH2:14][NH:15][C:16]2[C:21]([Cl:22])=[CH:20][N:19]=[C:18](Cl)[N:17]=2)[CH2:10][CH2:9]1)(C)(C)C.Cl.[F:26][C:27]([F:38])([F:37])[O:28][C:29]1[CH:36]=[CH:35][CH:34]=[CH:33][C:30]=1[CH2:31][NH2:32]. (5) Given the product [NH2:21][C:22]1[C:23]([CH3:29])=[C:24]([CH:25]=[CH:26][CH:27]=1)[O:28][C:2]1[C:3]([N+:18]([O-:20])=[O:19])=[C:4]([CH:14]=[C:15]([F:17])[CH:16]=1)[NH:5][C:6]1[CH:11]=[CH:10][C:9]([I:12])=[CH:8][C:7]=1[F:13], predict the reactants needed to synthesize it. The reactants are: F[C:2]1[C:3]([N+:18]([O-:20])=[O:19])=[C:4]([CH:14]=[C:15]([F:17])[CH:16]=1)[NH:5][C:6]1[CH:11]=[CH:10][C:9]([I:12])=[CH:8][C:7]=1[F:13].[NH2:21][C:22]1[C:23]([CH3:29])=[C:24]([OH:28])[CH:25]=[CH:26][CH:27]=1.C(=O)([O-])[O-].[Cs+].[Cs+]. (6) The reactants are: [NH2:1][C:2]1[N:7]=[C:6]2[C:8]([CH:12]3[CH2:17][CH2:16][N:15]([C:18]([CH:20]4[CH2:24][CH2:23][CH2:22][CH2:21]4)=[O:19])[CH2:14][CH2:13]3)=[CH:9][N:10]([CH3:11])[C:5]2=[CH:4][CH:3]=1.CCN(CC)CC.[C:32]([C:34]1[CH:39]=[CH:38][N:37]=[C:36]([C:40](Cl)=[O:41])[CH:35]=1)#[N:33]. Given the product [C:32]([C:34]1[CH:39]=[CH:38][N:37]=[C:36]([C:40]([NH:1][C:2]2[N:7]=[C:6]3[C:8]([CH:12]4[CH2:13][CH2:14][N:15]([C:18]([CH:20]5[CH2:21][CH2:22][CH2:23][CH2:24]5)=[O:19])[CH2:16][CH2:17]4)=[CH:9][N:10]([CH3:11])[C:5]3=[CH:4][CH:3]=2)=[O:41])[CH:35]=1)#[N:33], predict the reactants needed to synthesize it. (7) Given the product [C:1]1([CH3:30])[CH:6]=[CH:5][C:4]([C:7]2[N:8]=[C:9]3[CH2:23][CH2:22][CH2:21][N:20]([CH2:24][CH2:25][CH2:26][CH2:27]/[CH:28]=[C:35]4\[C:34](=[O:36])[NH:33][C:32](=[O:37])[S:31]\4)[C:10]3=[N:11][C:12]=2[C:13]2[CH:18]=[CH:17][C:16]([CH3:19])=[CH:15][CH:14]=2)=[CH:3][CH:2]=1, predict the reactants needed to synthesize it. The reactants are: [C:1]1([CH3:30])[CH:6]=[CH:5][C:4]([C:7]2[N:8]=[C:9]3[CH2:23][CH2:22][CH2:21][N:20]([CH2:24][CH2:25][CH2:26][CH2:27][CH:28]=O)[C:10]3=[N:11][C:12]=2[C:13]2[CH:18]=[CH:17][C:16]([CH3:19])=[CH:15][CH:14]=2)=[CH:3][CH:2]=1.[S:31]1[CH2:35][C:34](=[O:36])[NH:33][C:32]1=[O:37].N1CCCCC1.Cl.